From a dataset of Full USPTO retrosynthesis dataset with 1.9M reactions from patents (1976-2016). Predict the reactants needed to synthesize the given product. Given the product [Cl:1][C:2]1[CH:3]=[CH:4][C:5]([S:8]([CH:11]=[CH:12][C:13]2([F:19])[CH:14]=[CH:15][C:16]([F:18])=[CH:17][CH2:20]2)(=[O:9])=[O:10])=[CH:6][CH:7]=1, predict the reactants needed to synthesize it. The reactants are: [Cl:1][C:2]1[CH:7]=[CH:6][C:5]([S:8]([CH2:11][C:12]2[CH:17]=[C:16]([F:18])[CH:15]=[CH:14][C:13]=2[F:19])(=[O:10])=[O:9])=[CH:4][CH:3]=1.[CH3:20]N(CN(C)C)C.C(OC(=O)C)(=O)C.O.